This data is from Forward reaction prediction with 1.9M reactions from USPTO patents (1976-2016). The task is: Predict the product of the given reaction. (1) Given the reactants [F:1][C:2]1[C:3]([F:21])=[C:4]2[O:8][C:7]([CH3:9])=[CH:6][C:5]2=[C:10]([CH:19]=[O:20])[C:11]=1[O:12]COCCOC.Cl, predict the reaction product. The product is: [F:1][C:2]1[C:3]([F:21])=[C:4]2[O:8][C:7]([CH3:9])=[CH:6][C:5]2=[C:10]([CH:19]=[O:20])[C:11]=1[OH:12]. (2) The product is: [NH2:38][C:31]1[CH:30]=[CH:29][C:28]([C:26]([C:19]2[N:20]3[C:25]([CH:24]=[CH:23][CH:22]=[CH:21]3)=[C:17]([NH:16][C:14](=[O:15])[C:13]3[CH:40]=[CH:41][CH:42]=[C:11]([OH:10])[CH:12]=3)[C:18]=2[CH3:39])=[O:27])=[CH:37][C:32]=1[C:33]([O:35][CH3:36])=[O:34]. Given the reactants C(=O)([O-])[O-].[K+].[K+].C([O:10][C:11]1[CH:12]=[C:13]([CH:40]=[CH:41][CH:42]=1)[C:14]([NH:16][C:17]1[C:18]([CH3:39])=[C:19]([C:26]([C:28]2[CH:29]=[CH:30][C:31]([NH2:38])=[C:32]([CH:37]=2)[C:33]([O:35][CH3:36])=[O:34])=[O:27])[N:20]2[C:25]=1[CH:24]=[CH:23][CH:22]=[CH:21]2)=[O:15])(=O)C.Cl, predict the reaction product. (3) Given the reactants Cl[C:2]1[CH:3]=[C:4]2[N:11]([CH3:12])[CH2:10][CH2:9][N:5]2[C:6](=[O:8])[N:7]=1.[H-].[Na+].[Cl:15][C:16]1[N:21]=[CH:20][C:19]([O:22][C:23]2[CH:30]=[CH:29][C:28]([CH2:31][OH:32])=[CH:27][C:24]=2[C:25]#[N:26])=[CH:18][CH:17]=1, predict the reaction product. The product is: [Cl:15][C:16]1[N:21]=[CH:20][C:19]([O:22][C:23]2[CH:30]=[CH:29][C:28]([CH2:31][O:32][C:2]3[CH:3]=[C:4]4[N:11]([CH3:12])[CH2:10][CH2:9][N:5]4[C:6](=[O:8])[N:7]=3)=[CH:27][C:24]=2[C:25]#[N:26])=[CH:18][CH:17]=1. (4) Given the reactants [F:1][C:2]1[CH:7]=[C:6]([N+:8]([O-:10])=[O:9])[C:5](F)=[C:4]([F:12])[C:3]=1[F:13].CCN(C(C)C)C(C)C.[CH:23]1([C:26]2[NH:30][N:29]=[C:28]([NH2:31])[CH:27]=2)[CH2:25][CH2:24]1, predict the reaction product. The product is: [CH:23]1([C:26]2[NH:30][N:29]=[C:28]([NH:31][C:5]3[C:6]([N+:8]([O-:10])=[O:9])=[CH:7][C:2]([F:1])=[C:3]([F:13])[C:4]=3[F:12])[CH:27]=2)[CH2:25][CH2:24]1. (5) Given the reactants [CH3:1][C:2]1[N:6]([C:7]2[CH:12]=[CH:11][CH:10]=[CH:9][CH:8]=2)[N:5]=[C:4]([CH:13]([O:16][Si](C)(C)C)[C:14]#N)[N:3]=1.S(=O)(=O)(O)O.O.C([O-])([O-])=[O:28].[Na+].[Na+].[CH3:33][CH2:34][OH:35], predict the reaction product. The product is: [CH2:34]([O:35][C:14](=[O:28])[CH:13]([OH:16])[C:4]1[N:3]=[C:2]([CH3:1])[N:6]([C:7]2[CH:12]=[CH:11][CH:10]=[CH:9][CH:8]=2)[N:5]=1)[CH3:33]. (6) Given the reactants Cl[C:2]1[N:28]=[CH:27][CH:26]=[CH:25][C:3]=1[C:4]([NH:6][C:7]1[CH:8]=[C:9]2[C:13](=[CH:14][CH:15]=1)[N:12]([C:16](=[O:24])[CH2:17][C:18]1[CH:23]=[CH:22][CH:21]=[CH:20][N:19]=1)[CH2:11][CH2:10]2)=[O:5].[NH:29]1[CH2:34][CH2:33][CH2:32][CH2:31][CH2:30]1.O, predict the reaction product. The product is: [N:29]1([C:2]2[N:28]=[CH:27][CH:26]=[CH:25][C:3]=2[C:4]([NH:6][C:7]2[CH:8]=[C:9]3[C:13](=[CH:14][CH:15]=2)[N:12]([C:16](=[O:24])[CH2:17][C:18]2[CH:23]=[CH:22][CH:21]=[CH:20][N:19]=2)[CH2:11][CH2:10]3)=[O:5])[CH2:34][CH2:33][CH2:32][CH2:31][CH2:30]1.